The task is: Predict the reactants needed to synthesize the given product.. This data is from Full USPTO retrosynthesis dataset with 1.9M reactions from patents (1976-2016). (1) Given the product [CH:11]1([CH2:16][CH2:17][C:18]([N:20]=[C:21]=[S:22])=[O:19])[CH2:12][CH2:13][CH2:14][CH2:15]1.[CH:11]1([CH2:16][CH2:17][C:18]([NH:20][C:21]([NH:42][C:41]2[CH:43]=[CH:44][C:38]([O:37][C:28]3[C:27]4[C:32](=[CH:33][C:34]([O:35][CH3:36])=[C:25]([O:24][CH3:23])[CH:26]=4)[N:31]=[CH:30][CH:29]=3)=[C:39]([F:45])[CH:40]=2)=[S:22])=[O:19])[CH2:12][CH2:13][CH2:14][CH2:15]1, predict the reactants needed to synthesize it. The reactants are: C1(CCC(Cl)=O)CCCC1.[CH:11]1([CH2:16][CH2:17][C:18]([N:20]=[C:21]=[S:22])=[O:19])[CH2:15][CH2:14][CH2:13][CH2:12]1.[CH3:23][O:24][C:25]1[CH:26]=[C:27]2[C:32](=[CH:33][C:34]=1[O:35][CH3:36])[N:31]=[CH:30][CH:29]=[C:28]2[O:37][C:38]1[CH:44]=[CH:43][C:41]([NH2:42])=[CH:40][C:39]=1[F:45].C1(C)C=CC=CC=1. (2) Given the product [C:12]([C:11]1[CH:10]=[CH:9][C:8]([O:7][CH2:6][CH2:5][N:4]([CH2:3][CH2:2][OH:1])[C:25]([N:24]([CH3:28])[CH3:23])=[O:26])=[CH:15][CH:14]=1)#[N:13], predict the reactants needed to synthesize it. The reactants are: [OH:1][CH2:2][CH2:3][NH:4][CH2:5][CH2:6][O:7][C:8]1[CH:15]=[CH:14][C:11]([C:12]#[N:13])=[CH:10][CH:9]=1.C(N(CC)CC)C.[CH3:23][N:24]([CH3:28])[C:25](Cl)=[O:26].